Dataset: Peptide-MHC class I binding affinity with 185,985 pairs from IEDB/IMGT. Task: Regression. Given a peptide amino acid sequence and an MHC pseudo amino acid sequence, predict their binding affinity value. This is MHC class I binding data. The peptide sequence is DTSNNIAEYI. The MHC is HLA-A68:02 with pseudo-sequence HLA-A68:02. The binding affinity (normalized) is 0.643.